This data is from Full USPTO retrosynthesis dataset with 1.9M reactions from patents (1976-2016). The task is: Predict the reactants needed to synthesize the given product. (1) Given the product [CH3:45][O:46][C:22](=[O:29])[CH2:23][C@H:24]([CH3:28])[CH2:25][CH:26]=[CH2:27], predict the reactants needed to synthesize it. The reactants are: C([C@@H]1C(C2C=CC=CC=2)(C2C=CC=CC=2)OC(=O)N1[C:22](=[O:29])[CH2:23][C@H:24]([CH3:28])[CH2:25][CH:26]=[CH2:27])(C)C.[Li+].[Br-].C1CCN2C(=NCCC2)CC1.C1C[O:46][CH2:45]C1. (2) Given the product [CH3:1][C:2]1[N:7]=[C:6]([NH:8][C:10]2[CH:15]=[CH:14][CH:13]=[C:12]([CH3:16])[N:11]=2)[CH:5]=[CH:4][CH:3]=1, predict the reactants needed to synthesize it. The reactants are: [CH3:1][C:2]1[N:7]=[C:6]([NH2:8])[CH:5]=[CH:4][CH:3]=1.Br[C:10]1[CH:15]=[CH:14][CH:13]=[C:12]([CH3:16])[N:11]=1.CC(C)([O-])C.[Na+].